Task: Predict which catalyst facilitates the given reaction.. Dataset: Catalyst prediction with 721,799 reactions and 888 catalyst types from USPTO Reactant: I[C:2]1[CH:3]=[CH:4][C:5]([O:12][CH3:13])=[C:6]([CH:11]=1)[C:7]([O:9][CH3:10])=[O:8].[CH3:14][O:15][C@H:16]1[C@@H:21]([NH:22][C:23](=[O:32])[O:24][CH2:25][C:26]2[CH:31]=[CH:30][CH:29]=[CH:28][CH:27]=2)[CH2:20][CH2:19][NH:18][CH2:17]1.C(=O)([O-])[O-].[Cs+].[Cs+].O1CCOCC1. Product: [CH2:25]([O:24][C:23]([NH:22][C@H:21]1[CH2:20][CH2:19][N:18]([C:2]2[CH:3]=[CH:4][C:5]([O:12][CH3:13])=[C:6]([CH:11]=2)[C:7]([O:9][CH3:10])=[O:8])[CH2:17][C@H:16]1[O:15][CH3:14])=[O:32])[C:26]1[CH:27]=[CH:28][CH:29]=[CH:30][CH:31]=1. The catalyst class is: 826.